Dataset: Catalyst prediction with 721,799 reactions and 888 catalyst types from USPTO. Task: Predict which catalyst facilitates the given reaction. (1) Reactant: [CH:1]([N:5]1[CH:13]=[N:12][C:11]2[C:6]1=[N:7][C:8]([N:28]1[CH2:33][CH2:32][O:31][CH2:30][CH2:29]1)=[N:9][C:10]=2[C:14]1[CH:19]=[CH:18][CH:17]=[C:16]([O:20][Si:21]([C:24]([CH3:27])([CH3:26])[CH3:25])([CH3:23])[CH3:22])[CH:15]=1)([CH2:3][CH3:4])[CH3:2].N1C=C2C(N=CN2)=NC=1.C1C(=O)N([Br:50])C(=O)C1. Product: [Br:50][C:13]1[N:5]([CH:1]([CH2:3][CH3:4])[CH3:2])[C:6]2[C:11]([N:12]=1)=[C:10]([C:14]1[CH:19]=[CH:18][CH:17]=[C:16]([O:20][Si:21]([C:24]([CH3:26])([CH3:25])[CH3:27])([CH3:22])[CH3:23])[CH:15]=1)[N:9]=[C:8]([N:28]1[CH2:29][CH2:30][O:31][CH2:32][CH2:33]1)[N:7]=2. The catalyst class is: 22. (2) Reactant: Cl[CH2:2][CH2:3][C:4]1[C:12]2[C:7](=[CH:8][CH:9]=[C:10]([CH2:13][S:14]([NH:17][CH3:18])(=[O:16])=[O:15])[CH:11]=2)[NH:6][CH:5]=1.[I-].[K+].[CH3:21][NH:22][CH3:23].C(=O)([O-])[O-].[Na+].[Na+]. Product: [CH3:18][NH:17][S:14]([CH2:13][C:10]1[CH:9]=[CH:8][C:7]2[NH:6][CH:5]=[C:4]([CH2:3][CH2:2][N:22]([CH3:23])[CH3:21])[C:12]=2[CH:11]=1)(=[O:16])=[O:15]. The catalyst class is: 689. (3) Reactant: CC(C)([O-])C.[K+].[NH2:7][C:8]1[CH:13]=[CH:12][CH:11]=[CH:10][N:9]=1.[F:14][C:15]1[CH:20]=[CH:19][C:18]([N+:21]([O-:23])=[O:22])=[C:17](F)[C:16]=1[CH3:25]. Product: [F:14][C:15]1[C:16]([CH3:25])=[C:17]([NH:7][C:8]2[CH:13]=[CH:12][CH:11]=[CH:10][N:9]=2)[C:18]([N+:21]([O-:23])=[O:22])=[CH:19][CH:20]=1. The catalyst class is: 20. (4) Reactant: [F:1][C:2]1[C:7]([OH:8])=[CH:6][CH:5]=[CH:4][C:3]=1[CH2:9][NH:10][C:11](=[O:19])[C:12]1[CH:17]=[CH:16][CH:15]=[N:14][C:13]=1[NH2:18].Br[CH2:21][CH:22]=[CH2:23].C(=O)([O-])[O-].[Cs+].[Cs+].CN(C=O)C. Product: [F:1][C:2]1[C:7]([O:8][CH2:23][CH:22]=[CH2:21])=[CH:6][CH:5]=[CH:4][C:3]=1[CH2:9][NH:10][C:11](=[O:19])[C:12]1[CH:17]=[CH:16][CH:15]=[N:14][C:13]=1[NH2:18]. The catalyst class is: 6. (5) Reactant: Cl.[NH2:2][OH:3].O.C([O-])(O)=O.[Na+].[Br:10][C:11]1[C:12]([CH2:17][C:18]#[N:19])=[N:13][CH:14]=[CH:15][CH:16]=1. The catalyst class is: 8. Product: [Br:10][C:11]1[C:12]([CH2:17][C:18]([NH:2][OH:3])=[NH:19])=[N:13][CH:14]=[CH:15][CH:16]=1. (6) Reactant: [CH2:1]([CH:8]1[C:17]2[C:12](=[CH:13][CH:14]=[C:15]([CH2:18][NH:19][S:20]([CH2:23][CH:24]3[CH2:26][CH2:25]3)(=[O:22])=[O:21])[CH:16]=2)[CH2:11][CH2:10][CH:9]1[NH:27]C(=O)OC(C)(C)C)[C:2]1[CH:7]=[CH:6][CH:5]=[CH:4][CH:3]=1.FC(F)(F)C(O)=O. Product: [NH2:27][CH:9]1[CH:8]([CH2:1][C:2]2[CH:3]=[CH:4][CH:5]=[CH:6][CH:7]=2)[C:17]2[CH:16]=[C:15]([CH2:18][NH:19][S:20]([CH:23]3[CH2:25][CH2:26][CH2:24]3)(=[O:22])=[O:21])[CH:14]=[CH:13][C:12]=2[CH2:11][CH2:10]1. The catalyst class is: 4. (7) Reactant: [Br:1][C:2]1[CH:30]=[CH:29][C:5]([CH2:6][N:7]2[C:12](=[O:13])[C:11]([C:14]([NH:16][CH2:17][C:18]([O:20]C(C)(C)C)=[O:19])=[O:15])=[C:10]([OH:25])[C:9]3[CH2:26][S:27][CH2:28][C:8]2=3)=[CH:4][CH:3]=1.C(O)(C(F)(F)F)=O. Product: [Br:1][C:2]1[CH:3]=[CH:4][C:5]([CH2:6][N:7]2[C:12](=[O:13])[C:11]([C:14]([NH:16][CH2:17][C:18]([OH:20])=[O:19])=[O:15])=[C:10]([OH:25])[C:9]3[CH2:26][S:27][CH2:28][C:8]2=3)=[CH:29][CH:30]=1. The catalyst class is: 2. (8) Reactant: [CH3:1][N:2]1[CH:6]=[C:5]([S:7]([NH2:10])(=[O:9])=[O:8])[N:4]=[C:3]1[CH3:11].C1(P(C2CCCCC2)C2C=CC=CC=2C2C(C(C)C)=CC(C(C)C)=CC=2C(C)C)CCCCC1.C(=O)([O-])[O-].[Cs+].[Cs+].[CH2:52]([O:54][C:55](=[O:76])[C@H:56]([O:58][C:59]1[CH:64]=[C:63](Cl)[N:62]=[C:61]([S:66][CH2:67][C:68]2[CH:73]=[CH:72][CH:71]=[C:70]([F:74])[C:69]=2[F:75])[N:60]=1)[CH3:57])[CH3:53]. Product: [F:75][C:69]1[C:70]([F:74])=[CH:71][CH:72]=[CH:73][C:68]=1[CH2:67][S:66][C:61]1[N:60]=[C:59]([O:58][C@H:56]([CH3:57])[C:55]([O:54][CH2:52][CH3:53])=[O:76])[CH:64]=[C:63]([NH:10][S:7]([C:5]2[N:4]=[C:3]([CH3:11])[N:2]([CH3:1])[CH:6]=2)(=[O:9])=[O:8])[N:62]=1. The catalyst class is: 102.